This data is from Full USPTO retrosynthesis dataset with 1.9M reactions from patents (1976-2016). The task is: Predict the reactants needed to synthesize the given product. (1) Given the product [CH2:3]([CH:2]([CH2:11][CH2:6][CH2:7][CH3:8])[CH:1]=[O:5])[CH3:4].[CH:11](=[O:12])[CH2:6][CH2:7][CH3:8], predict the reactants needed to synthesize it. The reactants are: [CH:1](=[O:5])[CH2:2][CH2:3][CH3:4].[CH2:6]([C:11](C)=[O:12])[CH2:7][CH2:8]CC. (2) Given the product [CH2:10]([O:9][CH2:8][C@H:7]([O:6][CH2:5][CH:4]=[N:24][OH:25])[CH2:17][CH:18]=[CH2:19])[C:11]1[CH:16]=[CH:15][CH:14]=[CH:13][CH:12]=1, predict the reactants needed to synthesize it. The reactants are: C(O[CH:4](OCC)[CH2:5][O:6][C@H:7]([CH2:17][CH:18]=[CH2:19])[CH2:8][O:9][CH2:10][C:11]1[CH:16]=[CH:15][CH:14]=[CH:13][CH:12]=1)C.Cl.[NH2:24][OH:25].